Regression. Given a peptide amino acid sequence and an MHC pseudo amino acid sequence, predict their binding affinity value. This is MHC class I binding data. From a dataset of Peptide-MHC class I binding affinity with 185,985 pairs from IEDB/IMGT. (1) The peptide sequence is DLAAGVDVV. The MHC is HLA-A03:01 with pseudo-sequence HLA-A03:01. The binding affinity (normalized) is 0.0847. (2) The peptide sequence is VTGSYNLVDT. The MHC is HLA-A68:02 with pseudo-sequence HLA-A68:02. The binding affinity (normalized) is 0. (3) The peptide sequence is KCFGNTAVAK. The MHC is HLA-A33:01 with pseudo-sequence HLA-A33:01. The binding affinity (normalized) is 0.325.